This data is from Full USPTO retrosynthesis dataset with 1.9M reactions from patents (1976-2016). The task is: Predict the reactants needed to synthesize the given product. (1) The reactants are: C([O:3][C:4]([C:6]1[N:7]([CH2:13][O:14][CH2:15][CH2:16][Si:17]([CH3:20])([CH3:19])[CH3:18])[C:8]([C:11]#[N:12])=[N:9][CH:10]=1)=[O:5])C.[OH-:21].[K+].Cl. Given the product [C:11]([C:8]1[N:7]([CH2:13][O:14][CH2:15][CH2:16][Si:17]([CH3:20])([CH3:19])[CH3:18])[C:6]([C:4]([OH:3])=[O:5])=[CH:10][N:9]=1)(=[O:21])[NH2:12], predict the reactants needed to synthesize it. (2) Given the product [CH2:20]([N:8]1[C:9]2[C:4](=[CH:3][C:2]([Cl:1])=[CH:11][CH:10]=2)[CH2:5][CH:6]([NH:12][C:13](=[O:19])[O:14][C:15]([CH3:16])([CH3:18])[CH3:17])[CH2:7]1)[C:21]1[CH:26]=[CH:25][CH:24]=[CH:23][CH:22]=1, predict the reactants needed to synthesize it. The reactants are: [Cl:1][C:2]1[CH:3]=[C:4]2[C:9](=[CH:10][CH:11]=1)[NH:8][CH2:7][CH:6]([NH:12][C:13](=[O:19])[O:14][C:15]([CH3:18])([CH3:17])[CH3:16])[CH2:5]2.[CH:20](=O)[C:21]1[CH:26]=[CH:25][CH:24]=[CH:23][CH:22]=1.C(O[BH-](OC(=O)C)OC(=O)C)(=O)C.[Na+].CC(O)=O. (3) Given the product [ClH:23].[NH2:1][C:2]1[N:10]=[C:9]([NH:11][CH2:12][CH2:13][CH2:14][CH3:15])[N:8]=[C:7]2[C:3]=1[NH:4][C:5](=[O:22])[N:6]2[CH2:16][CH:17]1[CH2:21][CH2:20][O:19][CH2:18]1, predict the reactants needed to synthesize it. The reactants are: [NH2:1][C:2]1[N:10]=[C:9]([NH:11][CH2:12][CH2:13][CH2:14][CH3:15])[N:8]=[C:7]2[C:3]=1[NH:4][C:5](=[O:22])[N:6]2[CH2:16][CH:17]1[CH2:21][CH2:20][O:19][CH2:18]1.[ClH:23]. (4) Given the product [C:1]([O:5][C:6](=[O:22])[NH:7][C:8]1[CH:13]=[C:12]([N:14]([CH3:15])[C:24]2[CH:29]=[CH:28][N:27]=[C:26]([S:30][CH3:31])[N:25]=2)[N:11]=[C:10]([C:16]2[CH:17]=[CH:18][CH:19]=[CH:20][CH:21]=2)[N:9]=1)([CH3:4])([CH3:2])[CH3:3], predict the reactants needed to synthesize it. The reactants are: [C:1]([O:5][C:6](=[O:22])[NH:7][C:8]1[CH:13]=[C:12]([NH:14][CH3:15])[N:11]=[C:10]([C:16]2[CH:21]=[CH:20][CH:19]=[CH:18][CH:17]=2)[N:9]=1)([CH3:4])([CH3:3])[CH3:2].Cl[C:24]1[CH:29]=[CH:28][N:27]=[C:26]([S:30][CH3:31])[N:25]=1.CC(C)([O-])C.[Na+]. (5) Given the product [CH2:1]([O:8][C:9]([C:11]1[C:19]2[C:14](=[CH:15][CH:16]=[CH:17][CH:18]=2)[N:13]([C:27](=[O:28])[NH2:26])[CH:12]=1)=[O:10])[C:2]1[CH:7]=[CH:6][CH:5]=[CH:4][CH:3]=1, predict the reactants needed to synthesize it. The reactants are: [CH2:1]([O:8][C:9]([C:11]1[C:19]2[C:14](=[CH:15][CH:16]=[CH:17][CH:18]=2)[NH:13][CH:12]=1)=[O:10])[C:2]1[CH:7]=[CH:6][CH:5]=[CH:4][CH:3]=1.[H-].[Na+].ClS([N:26]=[C:27]=[O:28])(=O)=O.C(O)(=O)C. (6) Given the product [CH2:18]([CH:10]([CH2:3][CH2:4][CH2:5][CH2:6][CH2:7][CH2:8][CH3:9])[CH2:11][CH2:12][CH2:13][C:14]([OH:16])=[O:15])[CH2:19][CH2:20][CH2:21][CH2:22][CH2:23][CH3:24], predict the reactants needed to synthesize it. The reactants are: [OH-].[Na+].[CH2:3]([CH:10]([CH2:18][CH2:19][CH2:20][CH2:21][CH2:22][CH2:23][CH3:24])[CH2:11][CH2:12][CH2:13][C:14]([O:16]C)=[O:15])[CH2:4][CH2:5][CH2:6][CH2:7][CH2:8][CH3:9]. (7) Given the product [Cl:1][C:2]1[CH:3]=[C:4]([C:8]2[O:9][N:10]=[C:11]3[CH:16]=[CH:15][C:14]([C:17]([C:19]4[CH:20]=[C:21]5[C:26](=[CH:27][CH:28]=4)[N:25]=[CH:24][CH:23]=[CH:22]5)=[O:18])=[CH:13][C:12]=23)[CH:5]=[CH:6][CH:7]=1, predict the reactants needed to synthesize it. The reactants are: [Cl:1][C:2]1[CH:3]=[C:4]([C:8]2[O:9][N:10]=[C:11]3[CH:16]=[CH:15][C:14]([CH:17]([C:19]4[CH:20]=[C:21]5[C:26](=[CH:27][CH:28]=4)[N:25]=[CH:24][CH:23]=[CH:22]5)[OH:18])=[CH:13][C:12]=23)[CH:5]=[CH:6][CH:7]=1. (8) Given the product [NH:20]1[CH2:19][CH2:18][CH2:17][N:16]=[C:15]1[NH:14][CH2:13][CH2:12][CH2:11][CH2:10][C:9]([OH:21])=[O:8], predict the reactants needed to synthesize it. The reactants are: C([O:8][C:9](=[O:21])[CH2:10][CH2:11][CH2:12][CH2:13][NH:14][C:15]1[NH:16][CH2:17][CH2:18][CH2:19][N:20]=1)C1C=CC=CC=1.FC(F)(F)C(O)=O. (9) Given the product [ClH:38].[ClH:38].[NH2:13][C@@H:9]1[C:8](=[O:21])[N:7]([CH2:22][C:23]2[C:32]3[C:27](=[CH:28][CH:29]=[CH:30][CH:31]=3)[N:26]=[CH:25][C:24]=2[CH:33]2[CH2:35][CH2:34]2)[C:6]2[CH:36]=[CH:37][C:3]([C:1]#[N:2])=[CH:4][C:5]=2[NH:11][C@H:10]1[CH3:12], predict the reactants needed to synthesize it. The reactants are: [C:1]([C:3]1[CH:37]=[CH:36][C:6]2[N:7]([CH2:22][C:23]3[C:32]4[C:27](=[CH:28][CH:29]=[CH:30][CH:31]=4)[N:26]=[CH:25][C:24]=3[CH:33]3[CH2:35][CH2:34]3)[C:8](=[O:21])[C@@H:9]([NH:13]C(=O)OC(C)(C)C)[C@H:10]([CH3:12])[NH:11][C:5]=2[CH:4]=1)#[N:2].[ClH:38]. (10) Given the product [CH2:1]([N:8]1[CH2:17][CH2:16][C:15]2[C:14]([Cl:30])=[N:13][CH:12]=[N:11][C:10]=2[CH2:9]1)[C:2]1[CH:7]=[CH:6][CH:5]=[CH:4][CH:3]=1, predict the reactants needed to synthesize it. The reactants are: [CH2:1]([N:8]1[CH2:17][CH2:16][C:15]2[C:14](=O)[NH:13][CH:12]=[N:11][C:10]=2[CH2:9]1)[C:2]1[CH:7]=[CH:6][CH:5]=[CH:4][CH:3]=1.C(N(CC)C(C)C)(C)C.P(Cl)(Cl)([Cl:30])=O.C(=O)(O)[O-].[Na+].